Dataset: Full USPTO retrosynthesis dataset with 1.9M reactions from patents (1976-2016). Task: Predict the reactants needed to synthesize the given product. (1) Given the product [F:1][C:2]1[CH:7]=[CH:6][CH:5]=[CH:4][C:3]=1[N:8]1[C:16]2[C:11](=[C:12]([N:17]3[CH2:21][CH2:20][N:19]([CH2:27][C:28]4[S:29][CH:30]=[CH:31][N:32]=4)[C:18]3=[O:22])[CH:13]=[CH:14][CH:15]=2)[CH:10]=[N:9]1, predict the reactants needed to synthesize it. The reactants are: [F:1][C:2]1[CH:7]=[CH:6][CH:5]=[CH:4][C:3]=1[N:8]1[C:16]2[C:11](=[C:12]([N:17]3[CH2:21][CH2:20][NH:19][C:18]3=[O:22])[CH:13]=[CH:14][CH:15]=2)[CH:10]=[N:9]1.[H-].[Na+].Br.Br[CH2:27][C:28]1[S:29][CH:30]=[CH:31][N:32]=1. (2) Given the product [ClH:21].[Cl:21][C:16]1[S:17][CH:18]=[C:19]([CH3:20])[C:15]=1[N:14]1[C:5]2[CH2:10][CH2:9][CH2:8][CH2:7][C:6]=2[N:11]=[C:12]1[NH2:13], predict the reactants needed to synthesize it. The reactants are: O1[C:5]2([CH2:10][CH2:9][CH2:8][CH2:7][CH:6]2[NH:11][C:12]([NH:14][C:15]2[C:19]([CH3:20])=[CH:18][S:17][CH:16]=2)=[NH:13])OCC1.[Cl:21]N1C(=O)CCC1=O. (3) Given the product [CH2:15]([O:13][C:12]([C:5]1[C:6]2[C:11](=[CH:10][CH:9]=[CH:8][CH:7]=2)[C:2]([F:1])=[CH:3][CH:4]=1)=[O:14])[CH3:16], predict the reactants needed to synthesize it. The reactants are: [F:1][C:2]1[C:11]2[C:6](=[CH:7][CH:8]=[CH:9][CH:10]=2)[C:5]([C:12]([OH:14])=[O:13])=[CH:4][CH:3]=1.[CH2:15](O)[CH3:16].S(=O)(=O)(O)O. (4) Given the product [Cl:1][C:2]1[C:7]([Cl:8])=[CH:6][CH:5]=[CH:4][C:3]=1[N:9]1[CH2:14][CH2:13][N:12]([CH2:15][CH2:16][CH2:17][CH2:18][CH2:19][C:20]2[CH:29]=[C:28]3[C:23]([CH2:24][CH2:25][C:26](=[O:30])[NH:27]3)=[CH:22][N:21]=2)[CH2:11][CH2:10]1, predict the reactants needed to synthesize it. The reactants are: [Cl:1][C:2]1[C:7]([Cl:8])=[CH:6][CH:5]=[CH:4][C:3]=1[N:9]1[CH2:14][CH2:13][N:12]([CH2:15][CH2:16][CH2:17][CH:18]=[CH:19][C:20]2[CH:29]=[C:28]3[C:23]([CH2:24][CH2:25][C:26](=[O:30])[NH:27]3)=[CH:22][N:21]=2)[CH2:11][CH2:10]1.CCOC(C)=O. (5) Given the product [NH2:1][C:2]1[C:10]2[N:9]=[C:8]([NH:11][C:12](=[O:19])[CH3:13])[NH:7][C:6]=2[CH:5]=[CH:4][CH:3]=1, predict the reactants needed to synthesize it. The reactants are: [NH2:1][C:2]1[C:10]2[N:9]=[C:8]([NH:11][C:12](=[O:19])[C:13]3C=CC=CC=3)[NH:7][C:6]=2[CH:5]=[CH:4][CH:3]=1.[N+](C1C2N=C(NC(=O)C3C=CC=CC=3)NC=2C=CC=1)([O-])=O. (6) Given the product [CH3:15][O:14][N:16]=[CH:1][C:3]1[CH:12]=[CH:11][C:6]([C:7]([O:9][CH3:10])=[O:8])=[CH:5][CH:4]=1, predict the reactants needed to synthesize it. The reactants are: [CH:1]([C:3]1[CH:12]=[CH:11][C:6]([C:7]([O:9][CH3:10])=[O:8])=[CH:5][CH:4]=1)=O.Cl.[O:14]([NH2:16])[CH3:15]. (7) Given the product [CH2:5]([C:9]1[CH:10]=[CH:11][C:12]([NH:13][NH2:1])=[CH:14][CH:15]=1)[CH2:6][CH2:7][CH3:8], predict the reactants needed to synthesize it. The reactants are: [N:1]([O-])=O.[Na+].[CH2:5]([C:9]1[CH:15]=[CH:14][C:12]([NH2:13])=[CH:11][CH:10]=1)[CH2:6][CH2:7][CH3:8].[Sn](Cl)(Cl)(Cl)Cl.